Dataset: Retrosynthesis with 50K atom-mapped reactions and 10 reaction types from USPTO. Task: Predict the reactants needed to synthesize the given product. (1) Given the product Clc1ccc(-c2nc3c(c(Nc4ccc(Cc5nnn[nH]5)cc4)n2)CCC3)s1, predict the reactants needed to synthesize it. The reactants are: C[Si](C)(C)N=[N+]=[N-].N#CCc1ccc(Nc2nc(-c3ccc(Cl)s3)nc3c2CCC3)cc1. (2) Given the product COc1c(C(C)C)cc(C=C2C(=O)Nc3cc(O)ccc32)cc1C(C)C, predict the reactants needed to synthesize it. The reactants are: COc1c(C(C)C)cc(C=O)cc1C(C)C.O=C1Cc2ccc(O)cc2N1.